This data is from Peptide-MHC class I binding affinity with 185,985 pairs from IEDB/IMGT. The task is: Regression. Given a peptide amino acid sequence and an MHC pseudo amino acid sequence, predict their binding affinity value. This is MHC class I binding data. (1) The peptide sequence is DASARVTAIL. The MHC is Patr-B1701 with pseudo-sequence YYSVYREIFTNTDVSNLYLTYYYYSFAALAYTWY. The binding affinity (normalized) is 0.253. (2) The peptide sequence is IASILSLETV. The MHC is HLA-A68:02 with pseudo-sequence HLA-A68:02. The binding affinity (normalized) is 0.510.